Dataset: Reaction yield outcomes from USPTO patents with 853,638 reactions. Task: Predict the reaction yield, written as a fraction of the theoretical maximum amount of product (1.0 means a 100% yield; for example, 0.34 means a 34% yield). (1) The product is [CH3:1][O:2][C:3](=[O:18])[CH2:4][O:5][CH2:6][CH2:7][O:8][C:9]1[CH:10]=[CH:11][C:12]([NH2:15])=[CH:13][CH:14]=1. The yield is 0.709. The reactants are [CH3:1][O:2][C:3](=[O:18])[CH2:4][O:5][CH2:6][CH2:7][O:8][C:9]1[CH:14]=[CH:13][C:12]([N+:15]([O-])=O)=[CH:11][CH:10]=1. The catalyst is C(OCC)(=O)C.[Pd]. (2) The product is [Cl:1][C:2]1[CH:3]=[CH:4][C:5]([CH2:11][O:12][C:13]2[CH:18]=[CH:17][CH:16]=[CH:15][C:14]=2[Cl:19])=[C:6]([CH:10]=1)[C:7]([NH:48][C@H:49]([C:63]1[CH:68]=[CH:67][C:66]([C:20]([O:24][CH3:25])=[O:23])=[CH:65][CH:64]=1)[CH3:50])=[O:9]. The catalyst is ClCCl.O. The yield is 0.820. The reactants are [Cl:1][C:2]1[CH:3]=[CH:4][C:5]([CH2:11][O:12][C:13]2[CH:18]=[CH:17][CH:16]=[CH:15][C:14]=2[Cl:19])=[C:6]([CH:10]=1)[C:7]([OH:9])=O.[C:20]([O:24][CH2:25]CC1C=CC(N2C3=NC(C)=CC(C)=C3N=C2CC)=CC=1)(=[O:23])CC.Cl.C[N:48](C)[CH2:49][CH2:50]CN=C=NCC.O.ON1[C:64]2[CH:65]=[CH:66][CH:67]=[CH:68][C:63]=2N=N1.C(N(CC)CC)C. (3) The reactants are [F:1][C:2]1[CH:3]=[C:4]([CH:6]=[CH:7][CH:8]=1)[NH2:5].[CH3:9][O-].[Na+].C[O:13]/[CH:14]=[CH:15]/[C:16]([O:18][CH3:19])=[O:17].[NH4+].[Cl-]. The catalyst is C1(C)C=CC=CC=1.CO.CCOC(C)=O. The product is [F:1][C:2]1[CH:3]=[C:4]([NH:5][C:14](=[O:13])[CH2:15][CH:16]([O:18][CH3:19])[O:17][CH3:9])[CH:6]=[CH:7][CH:8]=1. The yield is 0.400.